From a dataset of Reaction yield outcomes from USPTO patents with 853,638 reactions. Predict the reaction yield, written as a fraction of the theoretical maximum amount of product (1.0 means a 100% yield; for example, 0.34 means a 34% yield). (1) The reactants are Cl[C:2]1[C:7]([C:8](=O)[CH3:9])=[CH:6][CH:5]=[CH:4][N:3]=1.O.[NH2:12][NH2:13]. The catalyst is C(O)CCC. The product is [CH3:9][C:8]1[C:7]2[C:2](=[N:3][CH:4]=[CH:5][CH:6]=2)[NH:13][N:12]=1. The yield is 0.720. (2) The reactants are [F:1][C:2]1[CH:3]=[C:4]([N:9]2[C:13]([CH3:15])([CH3:14])[C:12](=[O:16])[N:11]([C:17]3[CH:24]=[CH:23][C:20]([C:21]#[N:22])=[C:19]([C:25]([F:28])([F:27])[F:26])[CH:18]=3)[C:10]2=[S:29])[CH:5]=[CH:6][C:7]=1[OH:8].[CH3:30][C:31]1([CH3:48])[O:36][CH2:35][CH:34](C2C=C(C)C=CC=2S([O-])(=O)=O)[CH2:33][O:32]1.C(=O)([O-])[O-].[K+].[K+].O. The catalyst is CN(C)C=O. The product is [CH3:30][C:31]1([CH3:48])[O:36][CH2:35][CH:34]([O:8][C:7]2[CH:6]=[CH:5][C:4]([N:9]3[C:13]([CH3:14])([CH3:15])[C:12](=[O:16])[N:11]([C:17]4[CH:24]=[CH:23][C:20]([C:21]#[N:22])=[C:19]([C:25]([F:26])([F:27])[F:28])[CH:18]=4)[C:10]3=[S:29])=[CH:3][C:2]=2[F:1])[CH2:33][O:32]1. The yield is 0.671.